The task is: Predict the product of the given reaction.. This data is from Forward reaction prediction with 1.9M reactions from USPTO patents (1976-2016). (1) Given the reactants [S:1]1[C:5]2[CH:6]=[CH:7][CH:8]=[CH:9][C:4]=2[N:3]=[C:2]1[N:10]1[C:14](=[O:15])[CH2:13][C:12]([CH3:16])=[N:11]1.[CH3:17][N:18]([CH3:27])[C:19]1[CH:26]=[CH:25][C:22]([CH:23]=O)=[CH:21][CH:20]=1.N1CCCCC1, predict the reaction product. The product is: [S:1]1[C:5]2[CH:6]=[CH:7][CH:8]=[CH:9][C:4]=2[N:3]=[C:2]1[N:10]1[C:14](=[O:15])/[C:13](=[CH:23]/[C:22]2[CH:25]=[CH:26][C:19]([N:18]([CH3:27])[CH3:17])=[CH:20][CH:21]=2)/[C:12]([CH3:16])=[N:11]1. (2) Given the reactants Cl.[C:2]([NH:5][C:6]1[CH:20]=[CH:19][C:9]([O:10][CH2:11][CH2:12][CH2:13][C:14]([O:16][CH2:17][CH3:18])=[O:15])=[CH:8][C:7]=1[NH2:21])(=[O:4])[CH3:3].Br[CH2:23][C:24]1[CH:29]=[CH:28][C:27]([O:30][CH2:31][CH3:32])=[CH:26][C:25]=1[Cl:33], predict the reaction product. The product is: [C:2]([NH:5][C:6]1[CH:20]=[CH:19][C:9]([O:10][CH2:11][CH2:12][CH2:13][C:14]([O:16][CH2:17][CH3:18])=[O:15])=[CH:8][C:7]=1[NH:21][CH2:23][C:24]1[CH:29]=[CH:28][C:27]([O:30][CH2:31][CH3:32])=[CH:26][C:25]=1[Cl:33])(=[O:4])[CH3:3]. (3) Given the reactants [CH3:1][C:2]1([CH2:9][S:10][C:11]2[CH:16]=[CH:15][C:14]([C:17]3[CH:22]=[CH:21][C:20]([O:23][C:24]([F:27])([F:26])[F:25])=[CH:19][CH:18]=3)=[CH:13][CH:12]=2)[NH:6][C:5](=[O:7])[NH:4][C:3]1=[O:8].[OH:28]OS([O-])=O.[K+].C(=O)(O)[O-].[Na+].O, predict the reaction product. The product is: [CH3:1][C:2]1([CH2:9][S:10]([C:11]2[CH:12]=[CH:13][C:14]([C:17]3[CH:22]=[CH:21][C:20]([O:23][C:24]([F:25])([F:27])[F:26])=[CH:19][CH:18]=3)=[CH:15][CH:16]=2)=[O:28])[NH:6][C:5](=[O:7])[NH:4][C:3]1=[O:8].